From a dataset of Reaction yield outcomes from USPTO patents with 853,638 reactions. Predict the reaction yield, written as a fraction of the theoretical maximum amount of product (1.0 means a 100% yield; for example, 0.34 means a 34% yield). (1) The reactants are [Br:1][C:2]1[CH:11]=[C:10]2[C:5]([CH2:6][CH2:7][CH2:8][C:9]2=O)=[CH:4][CH:3]=1.[C-]#N.[K+].[C:16](=[O:19])([O-])[O-].[NH4+:20].[NH4+:21].C[CH2:23][OH:24]. No catalyst specified. The product is [Br:1][C:2]1[CH:11]=[C:10]2[C:5]([CH2:6][CH2:7][CH2:8][C:9]32[C:23](=[O:24])[NH:21][C:16](=[O:19])[NH:20]3)=[CH:4][CH:3]=1. The yield is 0.920. (2) The reactants are [F:1][CH2:2][CH2:3][N:4]1[C:13]2[C:8](=[CH:9][CH:10]=[C:11](/[CH:14]=[CH:15]/[C:16]3[S:17][CH:18]=[C:19]([CH:21]([CH3:23])[CH3:22])[N:20]=3)[CH:12]=2)[C:7](=[O:24])[C:6]([C:25]([OH:27])=O)=[CH:5]1.C([N:30](CC)CC)C.ClC(OCC)=O.N. The yield is 0.940. The catalyst is CN(C)C=O.C(OCC)(=O)C. The product is [F:1][CH2:2][CH2:3][N:4]1[C:13]2[C:8](=[CH:9][CH:10]=[C:11](/[CH:14]=[CH:15]/[C:16]3[S:17][CH:18]=[C:19]([CH:21]([CH3:23])[CH3:22])[N:20]=3)[CH:12]=2)[C:7](=[O:24])[C:6]([C:25]([NH2:30])=[O:27])=[CH:5]1.